Dataset: Full USPTO retrosynthesis dataset with 1.9M reactions from patents (1976-2016). Task: Predict the reactants needed to synthesize the given product. (1) Given the product [C:46]([OH:51])(=[O:50])[C:47]([OH:49])=[O:48].[CH3:1][O:2][C:3]1[CH:4]=[C:5]2[C:26](=[CH:27][C:28]=1[O:29][CH3:30])[CH:9]([CH2:10][C:11]1[CH:16]=[CH:15][C:14]([C:17]3([C:18]4[CH:23]=[CH:22][CH:21]=[CH:20][CH:19]=4)[S:34][CH2:31][CH2:32][S:33]3)=[CH:13][CH:12]=1)[NH:8][CH2:7][CH2:6]2, predict the reactants needed to synthesize it. The reactants are: [CH3:1][O:2][C:3]1[CH:4]=[C:5]([CH:26]=[CH:27][C:28]=1[O:29][CH3:30])[CH2:6][CH2:7][NH:8][C:9](=O)[CH2:10][C:11]1[CH:16]=[CH:15][C:14]([C:17](=O)[C:18]2[CH:23]=[CH:22][CH:21]=[CH:20][CH:19]=2)=[CH:13][CH:12]=1.[CH2:31]([SH:34])[CH2:32][SH:33].B(F)(F)F.CCOCC.[BH4-].[Na+].[C:46]([OH:51])(=[O:50])[C:47]([OH:49])=[O:48]. (2) Given the product [Cl:21][C:22]1[CH:23]=[C:24]([CH:26]=[CH:27][C:28]=1[F:29])[NH:25][C:7]1[C:6]2[C:11](=[CH:12][C:3]([O:2][CH3:1])=[CH:4][C:5]=2[O:14][CH:15]2[CH2:20][CH2:19][O:18][CH2:17][CH2:16]2)[N:10]=[CH:9][N:8]=1, predict the reactants needed to synthesize it. The reactants are: [CH3:1][O:2][C:3]1[CH:12]=[C:11]2[C:6]([C:7](=O)[NH:8][CH:9]=[N:10]2)=[C:5]([O:14][CH:15]2[CH2:20][CH2:19][O:18][CH2:17][CH2:16]2)[CH:4]=1.[Cl:21][C:22]1[CH:23]=[C:24]([CH:26]=[CH:27][C:28]=1[F:29])[NH2:25]. (3) Given the product [C:1]([O:5][C:6]([N:8]1[CH2:13][CH2:12][N:11]([C:14]2[C:23]3[C:18](=[CH:19][C:20]([Cl:24])=[CH:21][CH:22]=3)[N:17]=[C:16]([NH:32][CH2:31][CH2:30][O:29][CH3:28])[CH:15]=2)[CH2:10][CH2:9]1)=[O:7])([CH3:2])([CH3:3])[CH3:4], predict the reactants needed to synthesize it. The reactants are: [C:1]([O:5][C:6]([N:8]1[CH2:13][CH2:12][N:11]([C:14]2[C:23]3[C:18](=[CH:19][C:20]([Cl:24])=[CH:21][CH:22]=3)[NH:17][C:16](=O)[CH:15]=2)[CH2:10][CH2:9]1)=[O:7])([CH3:4])([CH3:3])[CH3:2].[H-].[Na+].[CH3:28][O:29][CH2:30][CH2:31][NH2:32]. (4) Given the product [F:41][C:38]([F:39])([F:40])[S:35]([C:32]1[CH:31]=[CH:30][C:29](/[CH:28]=[CH:27]/[C:24]2[O:25][CH:26]=[C:22]([CH2:21][O:19][C:16]3[CH:15]=[CH:14][C:13]([CH2:12][S:10]([CH2:9][CH2:8][N:3]4[CH:7]=[CH:6][N:5]=[N:4]4)=[O:11])=[CH:18][CH:17]=3)[N:23]=2)=[CH:34][CH:33]=1)(=[O:37])=[O:36], predict the reactants needed to synthesize it. The reactants are: [H-].[Na+].[N:3]1([CH2:8][CH2:9][S:10]([CH2:12][C:13]2[CH:18]=[CH:17][C:16]([OH:19])=[CH:15][CH:14]=2)=[O:11])[CH:7]=[CH:6][N:5]=[N:4]1.Cl[CH2:21][C:22]1[N:23]=[C:24]([CH:27]=[CH:28][C:29]2[CH:34]=[CH:33][C:32]([S:35]([C:38]([F:41])([F:40])[F:39])(=[O:37])=[O:36])=[CH:31][CH:30]=2)[O:25][CH:26]=1.O. (5) Given the product [Cl:1][C:2]1[N:7]=[C:6]([O:9][C:10]2[CH:38]=[CH:37][CH:36]=[CH:35][C:11]=2[CH2:12][NH:13][C:14]([NH:16][C:17]2[N:21]([C:22]3[CH:27]=[CH:26][C:25]([CH:28]([CH3:30])[CH3:29])=[CH:24][CH:23]=3)[N:20]=[C:19]([C:31]([CH3:32])([CH3:34])[CH3:33])[CH:18]=2)=[O:15])[CH:5]=[CH:4][N:3]=1, predict the reactants needed to synthesize it. The reactants are: [Cl:1][C:2]1[N:7]=[C:6](Cl)[CH:5]=[CH:4][N:3]=1.[OH:9][C:10]1[CH:38]=[CH:37][CH:36]=[CH:35][C:11]=1[CH2:12][NH:13][C:14]([NH:16][C:17]1[N:21]([C:22]2[CH:27]=[CH:26][C:25]([CH:28]([CH3:30])[CH3:29])=[CH:24][CH:23]=2)[N:20]=[C:19]([C:31]([CH3:34])([CH3:33])[CH3:32])[CH:18]=1)=[O:15].[OH-].[Na+].[Cl-].[NH4+]. (6) The reactants are: Br[C:2]1[C:15]2[C:16]3=[C:17]4[C:12](=[CH:13][CH:14]=2)[CH:11]=[CH:10][C:9]([C:18]2[CH:23]=[CH:22][C:21]([CH3:24])=[CH:20][CH:19]=2)=[C:8]4[CH:7]=[CH:6][C:5]3=[CH:4][CH:3]=1.[Cl:25][C:26]1[CH:27]=[C:28](B(O)O)[CH:29]=[C:30]([Cl:32])[CH:31]=1.P([O-])([O-])([O-])=O.[K+].[K+].[K+].CN(C)C=O. Given the product [Cl:25][C:26]1[CH:27]=[C:28]([C:2]2[C:15]3[C:16]4=[C:17]5[C:12](=[CH:13][CH:14]=3)[CH:11]=[CH:10][C:9]([C:18]3[CH:19]=[CH:20][C:21]([CH3:24])=[CH:22][CH:23]=3)=[C:8]5[CH:7]=[CH:6][C:5]4=[CH:4][CH:3]=2)[CH:29]=[C:30]([Cl:32])[CH:31]=1, predict the reactants needed to synthesize it. (7) Given the product [Br:25][C:26]1[CH:27]=[CH:28][C:29]([CH2:32][CH2:33][CH2:34][N:35]([CH2:12][C@H:10]([OH:11])[C:7]2[CH:8]=[CH:9][C:4]([N+:1]([O-:3])=[O:2])=[CH:5][CH:6]=2)[C:38](=[O:39])[O:40][C:41]([CH3:44])([CH3:43])[CH3:42])=[CH:30][CH:31]=1, predict the reactants needed to synthesize it. The reactants are: [N+:1]([C:4]1[CH:9]=[CH:8][C:7]([C@@H:10]2[CH2:12][O:11]2)=[CH:6][CH:5]=1)([O-:3])=[O:2].C/C(/O[Si](C)(C)C)=N\[Si](C)(C)C.[Br:25][C:26]1[CH:31]=[CH:30][C:29]([CH2:32][CH2:33][CH2:34][NH2:35])=[CH:28][CH:27]=1.[OH-].[Na+].[C:38](O[C:38]([O:40][C:41]([CH3:44])([CH3:43])[CH3:42])=[O:39])([O:40][C:41]([CH3:44])([CH3:43])[CH3:42])=[O:39].